This data is from Retrosynthesis with 50K atom-mapped reactions and 10 reaction types from USPTO. The task is: Predict the reactants needed to synthesize the given product. (1) Given the product Cc1ccc(CSC[C@H](N)C(N)=O)cc1, predict the reactants needed to synthesize it. The reactants are: Cc1ccc(CSC[C@H](N)C(=O)NC(=O)OC(C)(C)C)cc1. (2) Given the product COC(=O)c1ccc(OCc2ccccn2)cn1, predict the reactants needed to synthesize it. The reactants are: BrCc1ccccn1.COC(=O)c1ccc(O)cn1. (3) Given the product COC(=O)c1cc(-c2ccccc2)cn1-c1cc(NCCCN2CCOCC2)ccc1[N+](=O)[O-], predict the reactants needed to synthesize it. The reactants are: COC(=O)c1cc(-c2ccccc2)cn1-c1cc(Cl)ccc1[N+](=O)[O-].NCCCN1CCOCC1. (4) The reactants are: CC(C)CCC[C@@H](C)[C@H]1CC[C@@]2(C#N)C3=C(CC[C@]12C)[C@@]1(C)CC[C@H](OC(=O)c2ccccc2)C(C)(C)[C@@H]1CC3. Given the product CC(C)CCC[C@@H](C)[C@H]1CC[C@@]2(C#N)C3=C(CC[C@]12C)[C@@]1(C)CC[C@H](O)C(C)(C)[C@@H]1CC3, predict the reactants needed to synthesize it. (5) Given the product Cc1nc(Cl)nc(NC(C)C)c1[N+](=O)[O-], predict the reactants needed to synthesize it. The reactants are: CC(C)N.Cc1nc(Cl)nc(Cl)c1[N+](=O)[O-]. (6) The reactants are: COC(=S)c1cc(N)c(C)s1.OB(O)c1ccc(-c2ccccc2)c(F)c1. Given the product COC(=S)c1cc(Nc2ccc(-c3ccccc3)c(F)c2)c(C)s1, predict the reactants needed to synthesize it. (7) The reactants are: CN(C)CCCOc1ccccc1C=O.NCc1ccccc1. Given the product CN(C)CCCOc1ccccc1C=NCc1ccccc1, predict the reactants needed to synthesize it. (8) Given the product C#CC1(NS(=O)(=O)c2cccc(Cl)c2)CCCCC1, predict the reactants needed to synthesize it. The reactants are: C#CC1(N)CCCCC1.O=S(=O)(Cl)c1cccc(Cl)c1. (9) Given the product N#Cc1ccc(-n2c(C(=O)N3CCC3)nc3cccnc32)cc1F, predict the reactants needed to synthesize it. The reactants are: C1CNC1.CCOC(=O)c1nc2cccnc2n1-c1ccc(C#N)c(F)c1.